Predict the reactants needed to synthesize the given product. From a dataset of Full USPTO retrosynthesis dataset with 1.9M reactions from patents (1976-2016). (1) The reactants are: C([N:3]([CH:7](C)C)[CH:4]([CH3:6])[CH3:5])C.N1([O:19][P+](N(C)C)(N(C)C)N(C)C)C2C=CC=CC=2N=N1.F[P-](F)(F)(F)(F)F.[Cl:37][C:38]1[CH:39]=[N:40][C:41]2[C:46]([CH:47]=1)=[CH:45][C:44]([O:48][CH2:49][S:50][CH2:51]C(O)=O)=[CH:43][C:42]=2[CH3:55].Cl.C[C:58](N)([CH3:62])C#CC. Given the product [Cl:37][C:38]1[CH:39]=[N:40][C:41]2[C:46]([CH:47]=1)=[CH:45][C:44]([O:48][CH:49]([S:50][CH3:51])[C:7]([NH:3][C:4]([CH3:5])([CH3:6])[C:58]#[CH:62])=[O:19])=[CH:43][C:42]=2[CH3:55], predict the reactants needed to synthesize it. (2) The reactants are: [NH2:1][CH2:2][CH2:3][O:4][CH2:5][CH2:6][O:7][CH2:8][CH2:9][O:10][CH2:11][CH2:12][O:13][CH2:14][CH2:15][CH2:16][C:17]1[CH:18]=[C:19]([CH:54]=[CH:55][CH:56]=1)[C:20]([NH:22][C:23]1[CH:28]=[CH:27][C:26]([N:29]([CH2:32][CH3:33])[CH2:30][CH3:31])=[CH:25][C:24]=1[C:34]1[CH:35]=[C:36]([CH:51]=[CH:52][N:53]=1)[C:37]([NH:39][CH2:40][C:41]1[CH:46]=[CH:45][CH:44]=[C:43]([C:47]([F:50])([F:49])[F:48])[CH:42]=1)=[O:38])=[O:21].C(N(CC)CC)C.Cl[S:65]([C:68]1[CH:76]=[CH:75][C:71]([C:72]([OH:74])=[O:73])=[CH:70][CH:69]=1)(=[O:67])=[O:66]. Given the product [CH2:32]([N:29]([CH2:30][CH3:31])[C:26]1[CH:27]=[CH:28][C:23]([NH:22][C:20]([C:19]2[CH:18]=[C:17]([CH2:16][CH2:15][CH2:14][O:13][CH2:12][CH2:11][O:10][CH2:9][CH2:8][O:7][CH2:6][CH2:5][O:4][CH2:3][CH2:2][NH:1][S:65]([C:68]3[CH:69]=[CH:70][C:71]([C:72]([OH:74])=[O:73])=[CH:75][CH:76]=3)(=[O:67])=[O:66])[CH:56]=[CH:55][CH:54]=2)=[O:21])=[C:24]([C:34]2[CH:35]=[C:36]([C:37](=[O:38])[NH:39][CH2:40][C:41]3[CH:46]=[CH:45][CH:44]=[C:43]([C:47]([F:48])([F:49])[F:50])[CH:42]=3)[CH:51]=[CH:52][N:53]=2)[CH:25]=1)[CH3:33], predict the reactants needed to synthesize it. (3) Given the product [Cl:1][C:2]1[CH:3]=[CH:4][C:5]([O:17][CH2:18][C:19]2[CH:20]=[CH:21][CH:22]=[CH:23][CH:24]=2)=[C:6]([CH2:8][N:9]2[CH:13]=[C:12]([NH2:14])[CH:11]=[N:10]2)[CH:7]=1, predict the reactants needed to synthesize it. The reactants are: [Cl:1][C:2]1[CH:3]=[CH:4][C:5]([O:17][CH2:18][C:19]2[CH:24]=[CH:23][CH:22]=[CH:21][CH:20]=2)=[C:6]([CH2:8][N:9]2[CH:13]=[C:12]([N+:14]([O-])=O)[CH:11]=[N:10]2)[CH:7]=1.